From a dataset of NCI-60 drug combinations with 297,098 pairs across 59 cell lines. Regression. Given two drug SMILES strings and cell line genomic features, predict the synergy score measuring deviation from expected non-interaction effect. (1) Drug 1: C1CCN(CC1)CCOC2=CC=C(C=C2)C(=O)C3=C(SC4=C3C=CC(=C4)O)C5=CC=C(C=C5)O. Drug 2: CC12CCC3C(C1CCC2=O)CC(=C)C4=CC(=O)C=CC34C. Cell line: HCT-15. Synergy scores: CSS=56.1, Synergy_ZIP=0.671, Synergy_Bliss=-1.44, Synergy_Loewe=-3.12, Synergy_HSA=-2.52. (2) Drug 1: C1=NC(=NC(=O)N1C2C(C(C(O2)CO)O)O)N. Drug 2: CC1C(C(CC(O1)OC2CC(CC3=C2C(=C4C(=C3O)C(=O)C5=CC=CC=C5C4=O)O)(C(=O)C)O)N)O. Cell line: 786-0. Synergy scores: CSS=67.8, Synergy_ZIP=1.75, Synergy_Bliss=6.15, Synergy_Loewe=-2.18, Synergy_HSA=7.95. (3) Drug 1: C1CCC(CC1)NC(=O)N(CCCl)N=O. Synergy scores: CSS=23.0, Synergy_ZIP=-2.06, Synergy_Bliss=10.8, Synergy_Loewe=9.03, Synergy_HSA=9.47. Drug 2: CC1C(C(CC(O1)OC2CC(OC(C2O)C)OC3=CC4=CC5=C(C(=O)C(C(C5)C(C(=O)C(C(C)O)O)OC)OC6CC(C(C(O6)C)O)OC7CC(C(C(O7)C)O)OC8CC(C(C(O8)C)O)(C)O)C(=C4C(=C3C)O)O)O)O. Cell line: HS 578T. (4) Drug 1: CC12CCC(CC1=CCC3C2CCC4(C3CC=C4C5=CN=CC=C5)C)O. Drug 2: CS(=O)(=O)C1=CC(=C(C=C1)C(=O)NC2=CC(=C(C=C2)Cl)C3=CC=CC=N3)Cl. Cell line: HOP-92. Synergy scores: CSS=4.09, Synergy_ZIP=-1.77, Synergy_Bliss=-3.76, Synergy_Loewe=-4.58, Synergy_HSA=-4.28. (5) Drug 1: C1CC(C1)(C(=O)O)C(=O)O.[NH2-].[NH2-].[Pt+2]. Drug 2: C#CCC(CC1=CN=C2C(=N1)C(=NC(=N2)N)N)C3=CC=C(C=C3)C(=O)NC(CCC(=O)O)C(=O)O. Cell line: CAKI-1. Synergy scores: CSS=41.6, Synergy_ZIP=0.277, Synergy_Bliss=1.17, Synergy_Loewe=-6.09, Synergy_HSA=-0.132.